From a dataset of NCI-60 drug combinations with 297,098 pairs across 59 cell lines. Regression. Given two drug SMILES strings and cell line genomic features, predict the synergy score measuring deviation from expected non-interaction effect. (1) Drug 1: CNC(=O)C1=CC=CC=C1SC2=CC3=C(C=C2)C(=NN3)C=CC4=CC=CC=N4. Drug 2: C1C(C(OC1N2C=C(C(=O)NC2=O)F)CO)O. Cell line: M14. Synergy scores: CSS=10.3, Synergy_ZIP=-8.39, Synergy_Bliss=-1.85, Synergy_Loewe=-22.6, Synergy_HSA=-5.26. (2) Drug 1: C1CC(=O)NC(=O)C1N2CC3=C(C2=O)C=CC=C3N. Drug 2: CN(CCCl)CCCl.Cl. Cell line: CAKI-1. Synergy scores: CSS=21.6, Synergy_ZIP=-10.1, Synergy_Bliss=-7.00, Synergy_Loewe=-16.8, Synergy_HSA=-4.17. (3) Drug 1: C1=CN(C(=O)N=C1N)C2C(C(C(O2)CO)O)O.Cl. Drug 2: CCC1(CC2CC(C3=C(CCN(C2)C1)C4=CC=CC=C4N3)(C5=C(C=C6C(=C5)C78CCN9C7C(C=CC9)(C(C(C8N6C=O)(C(=O)OC)O)OC(=O)C)CC)OC)C(=O)OC)O.OS(=O)(=O)O. Cell line: T-47D. Synergy scores: CSS=26.8, Synergy_ZIP=-3.93, Synergy_Bliss=-5.38, Synergy_Loewe=-30.8, Synergy_HSA=-2.61. (4) Drug 2: CN(CC1=CN=C2C(=N1)C(=NC(=N2)N)N)C3=CC=C(C=C3)C(=O)NC(CCC(=O)O)C(=O)O. Synergy scores: CSS=53.1, Synergy_ZIP=-8.18, Synergy_Bliss=-4.20, Synergy_Loewe=-2.16, Synergy_HSA=-0.867. Drug 1: CN(C)N=NC1=C(NC=N1)C(=O)N. Cell line: ACHN. (5) Drug 1: COC1=C(C=C2C(=C1)N=CN=C2NC3=CC(=C(C=C3)F)Cl)OCCCN4CCOCC4. Drug 2: CC(C)NC(=O)C1=CC=C(C=C1)CNNC.Cl. Cell line: OVCAR-4. Synergy scores: CSS=18.7, Synergy_ZIP=-5.99, Synergy_Bliss=-1.41, Synergy_Loewe=-9.33, Synergy_HSA=-0.833. (6) Drug 1: CN(C)C1=NC(=NC(=N1)N(C)C)N(C)C. Drug 2: CC1=C2C(C(=O)C3(C(CC4C(C3C(C(C2(C)C)(CC1OC(=O)C(C(C5=CC=CC=C5)NC(=O)C6=CC=CC=C6)O)O)OC(=O)C7=CC=CC=C7)(CO4)OC(=O)C)O)C)OC(=O)C. Cell line: UO-31. Synergy scores: CSS=-0.812, Synergy_ZIP=-2.11, Synergy_Bliss=-5.55, Synergy_Loewe=-17.0, Synergy_HSA=-7.09. (7) Drug 1: CC1=C(N=C(N=C1N)C(CC(=O)N)NCC(C(=O)N)N)C(=O)NC(C(C2=CN=CN2)OC3C(C(C(C(O3)CO)O)O)OC4C(C(C(C(O4)CO)O)OC(=O)N)O)C(=O)NC(C)C(C(C)C(=O)NC(C(C)O)C(=O)NCCC5=NC(=CS5)C6=NC(=CS6)C(=O)NCCC[S+](C)C)O. Drug 2: B(C(CC(C)C)NC(=O)C(CC1=CC=CC=C1)NC(=O)C2=NC=CN=C2)(O)O. Cell line: SF-268. Synergy scores: CSS=69.7, Synergy_ZIP=7.64, Synergy_Bliss=7.06, Synergy_Loewe=6.88, Synergy_HSA=10.2. (8) Drug 1: CNC(=O)C1=CC=CC=C1SC2=CC3=C(C=C2)C(=NN3)C=CC4=CC=CC=N4. Drug 2: CC(C)CN1C=NC2=C1C3=CC=CC=C3N=C2N. Cell line: U251. Synergy scores: CSS=11.8, Synergy_ZIP=-4.39, Synergy_Bliss=-0.183, Synergy_Loewe=-5.50, Synergy_HSA=-1.65.